This data is from Catalyst prediction with 721,799 reactions and 888 catalyst types from USPTO. The task is: Predict which catalyst facilitates the given reaction. (1) Reactant: [Cl:1][C:2]1[CH:10]=[C:9]([C:11]([F:14])([F:13])[F:12])[C:5]([C:6](O)=[O:7])=[CH:4][N:3]=1.Cl.[CH3:16][NH:17][CH3:18].CN(C(ON1N=NC2C=CC=NC1=2)=[N+](C)C)C.F[P-](F)(F)(F)(F)F.C(N(CC)C(C)C)(C)C.C(=O)(O)[O-].[Na+]. Product: [Cl:1][C:2]1[CH:10]=[C:9]([C:11]([F:14])([F:13])[F:12])[C:5]([C:6]([N:17]([CH3:18])[CH3:16])=[O:7])=[CH:4][N:3]=1. The catalyst class is: 80. (2) Reactant: Cl.[N:2]1([C:8]2[S:12][C:11]([C:13]3[N:14]=[N:15][N:16]([CH2:18][C:19]([O:21][CH2:22][CH3:23])=[O:20])[N:17]=3)=[N:10][N:9]=2)[CH2:7][CH2:6][NH:5][CH2:4][CH2:3]1.C(Cl)Cl.C(N(CC)CC)C.[F:34][C:35]([F:46])([F:45])[C:36]1[CH:44]=[CH:43][CH:42]=[CH:41][C:37]=1[C:38](Cl)=[O:39]. Product: [F:34][C:35]([F:45])([F:46])[C:36]1[CH:44]=[CH:43][CH:42]=[CH:41][C:37]=1[C:38]([N:5]1[CH2:6][CH2:7][N:2]([C:8]2[S:12][C:11]([C:13]3[N:14]=[N:15][N:16]([CH2:18][C:19]([O:21][CH2:22][CH3:23])=[O:20])[N:17]=3)=[N:10][N:9]=2)[CH2:3][CH2:4]1)=[O:39]. The catalyst class is: 625. (3) Reactant: [CH3:1][O:2][CH2:3][CH2:4][O:5][C:6]1[CH:7]=[C:8]([CH2:17]O)[CH:9]=[CH:10][C:11]=1[O:12][CH2:13][CH2:14][O:15][CH3:16].N1C=CC=CC=1.S(Cl)([Cl:27])=O.O. Product: [Cl:27][CH2:17][C:8]1[CH:9]=[CH:10][C:11]([O:12][CH2:13][CH2:14][O:15][CH3:16])=[C:6]([O:5][CH2:4][CH2:3][O:2][CH3:1])[CH:7]=1. The catalyst class is: 7. (4) Reactant: C1C=CC2N(O)N=NC=2C=1.CCN(C(C)C)C(C)C.[C:20]1([C:33]2[CH:38]=[CH:37][CH:36]=[CH:35][CH:34]=2)[CH:25]=[CH:24][C:23]([NH:26][C:27](=[O:32])[CH2:28][C:29]([OH:31])=O)=[CH:22][CH:21]=1.CCN=C=NCCCN(C)C.Cl.Cl.[N:52]1([C:58]([C:60]2[CH:65]=[CH:64][CH:63]=[CH:62][C:61]=2[C:66]([F:69])([F:68])[F:67])=[O:59])[CH2:57][CH2:56][NH:55][CH2:54][CH2:53]1. Product: [C:20]1([C:33]2[CH:38]=[CH:37][CH:36]=[CH:35][CH:34]=2)[CH:21]=[CH:22][C:23]([NH:26][C:27](=[O:32])[CH2:28][C:29](=[O:31])[N:55]2[CH2:56][CH2:57][N:52]([C:58](=[O:59])[C:60]3[CH:65]=[CH:64][CH:63]=[CH:62][C:61]=3[C:66]([F:69])([F:67])[F:68])[CH2:53][CH2:54]2)=[CH:24][CH:25]=1. The catalyst class is: 18. (5) Reactant: [CH3:1][N:2]([CH3:7])[CH2:3][C:4](O)=[O:5].C(N=C=NCCCN(C)C)C.ON1C2C=CC=CC=2N=N1.[Br:29][C:30]1[CH:31]=[C:32]2[C:37](=[N:38][CH:39]=1)[N:36]=[C:35]([NH2:40])[CH:34]=[CH:33]2. Product: [Br:29][C:30]1[CH:31]=[C:32]2[C:37](=[N:38][CH:39]=1)[N:36]=[C:35]([NH:40][C:4](=[O:5])[CH2:3][N:2]([CH3:7])[CH3:1])[CH:34]=[CH:33]2. The catalyst class is: 2. (6) Reactant: [Br:1][C:2]1[CH:3]=[CH:4][C:5]([CH:8]=O)=[N:6][CH:7]=1.[C:10]([S@@:14]([NH2:16])=[O:15])([CH3:13])([CH3:12])[CH3:11]. Product: [Br:1][C:2]1[CH:3]=[CH:4][C:5](/[CH:8]=[N:16]/[S:14]([C:10]([CH3:13])([CH3:12])[CH3:11])=[O:15])=[N:6][CH:7]=1. The catalyst class is: 220. (7) Reactant: C(OC(=O)[NH:7][CH2:8][CH:9]1[CH2:14][CH2:13][N:12]([C:15]2[C:20]([NH:21][C:22](=[O:30])[C:23]3[CH:28]=[CH:27][CH:26]=[C:25]([Cl:29])[CH:24]=3)=[CH:19][C:18]([S:31]([CH3:34])(=[O:33])=[O:32])=[CH:17][N:16]=2)[CH2:11][CH2:10]1)(C)(C)C. Product: [NH2:7][CH2:8][CH:9]1[CH2:10][CH2:11][N:12]([C:15]2[C:20]([NH:21][C:22](=[O:30])[C:23]3[CH:28]=[CH:27][CH:26]=[C:25]([Cl:29])[CH:24]=3)=[CH:19][C:18]([S:31]([CH3:34])(=[O:32])=[O:33])=[CH:17][N:16]=2)[CH2:13][CH2:14]1. The catalyst class is: 557. (8) Reactant: [C:1]([O:5][C:6]([C:8]1[C:9]([C:14]2[CH:19]=[CH:18][C:17]([CH2:20][N:21]3[C:25]([CH:26]=O)=[C:24]([CH:28]=[CH2:29])[N:23]=[C:22]3[O:30][CH2:31][CH3:32])=[C:16]([F:33])[CH:15]=2)=[CH:10][CH:11]=[CH:12][CH:13]=1)=[O:7])([CH3:4])([CH3:3])[CH3:2].N1C=CC=CC=1.Cl.[NH2:41][OH:42]. Product: [C:1]([O:5][C:6]([C:8]1[C:9]([C:14]2[CH:19]=[CH:18][C:17]([CH2:20][N:21]3[C:25]([CH:26]=[N:41][OH:42])=[C:24]([CH:28]=[CH2:29])[N:23]=[C:22]3[O:30][CH2:31][CH3:32])=[C:16]([F:33])[CH:15]=2)=[CH:10][CH:11]=[CH:12][CH:13]=1)=[O:7])([CH3:2])([CH3:4])[CH3:3]. The catalyst class is: 6. (9) Reactant: C([O:3][C:4](=[O:37])[CH2:5][CH2:6][CH2:7][O:8][C:9]1[CH:14]=[CH:13][CH:12]=[C:11]([CH2:15][CH2:16][CH2:17][CH2:18][CH2:19][CH2:20][O:21][C:22]2[CH:27]=[C:26]([Br:28])[CH:25]=[C:24]([Br:29])[CH:23]=2)[C:10]=1[CH2:30][CH2:31][C:32]([O:34]CC)=[O:33])C.[OH-].[Na+]. Product: [C:32]([CH2:31][CH2:30][C:10]1[C:11]([CH2:15][CH2:16][CH2:17][CH2:18][CH2:19][CH2:20][O:21][C:22]2[CH:23]=[C:24]([Br:29])[CH:25]=[C:26]([Br:28])[CH:27]=2)=[CH:12][CH:13]=[CH:14][C:9]=1[O:8][CH2:7][CH2:6][CH2:5][C:4]([OH:37])=[O:3])([OH:34])=[O:33]. The catalyst class is: 8.